This data is from Forward reaction prediction with 1.9M reactions from USPTO patents (1976-2016). The task is: Predict the product of the given reaction. (1) Given the reactants [Cl:1][C:2]1[CH:7]=[CH:6][C:5]([S:8]([N:11]2[C:17]3[CH:18]=[CH:19][CH:20]=[CH:21][C:16]=3[CH2:15][CH2:14][CH2:13][CH2:12]2)(=[O:10])=[O:9])=[CH:4][C:3]=1[N:22]1[C:26]2=[N:27][C:28]([C:32](OCC)=[O:33])=[CH:29][C:30]([CH3:31])=[C:25]2[NH:24][C:23]1=[O:37].[H-].C([Al+]CC(C)C)C(C)C.Cl, predict the reaction product. The product is: [Cl:1][C:2]1[CH:7]=[CH:6][C:5]([S:8]([N:11]2[C:17]3[CH:18]=[CH:19][CH:20]=[CH:21][C:16]=3[CH2:15][CH2:14][CH2:13][CH2:12]2)(=[O:9])=[O:10])=[CH:4][C:3]=1[N:22]1[C:26]2=[N:27][C:28]([CH2:32][OH:33])=[CH:29][C:30]([CH3:31])=[C:25]2[NH:24][C:23]1=[O:37]. (2) Given the reactants Br[C:2]1[C:7]([C:8]([F:11])([F:10])[F:9])=[CH:6][C:5]([NH:12][C:13]2[N:17]=[C:16]([NH2:18])[NH:15][N:14]=2)=[CH:4][C:3]=1[Cl:19].[CH:20]1([CH2:23][S:24]([C:27]2[CH:32]=[CH:31][C:30](B(O)O)=[CH:29][CH:28]=2)(=[O:26])=[O:25])[CH2:22][CH2:21]1.C([O-])([O-])=O.[K+].[K+].COCCOC, predict the reaction product. The product is: [Cl:19][C:3]1[C:2]([C:30]2[CH:29]=[CH:28][C:27]([S:24]([CH2:23][CH:20]3[CH2:21][CH2:22]3)(=[O:26])=[O:25])=[CH:32][CH:31]=2)=[C:7]([C:8]([F:11])([F:10])[F:9])[CH:6]=[C:5]([NH:12][C:13]2[N:17]=[C:16]([NH2:18])[NH:15][N:14]=2)[CH:4]=1. (3) Given the reactants [H-].[Na+].[Cl:3][C:4]1[C:5]2[C:12]([I:13])=[CH:11][NH:10][C:6]=2[N:7]=[CH:8][N:9]=1.[N+:14]([C:17]1[CH:24]=[CH:23][C:20]([CH2:21]Br)=[CH:19][CH:18]=1)([O-:16])=[O:15], predict the reaction product. The product is: [Cl:3][C:4]1[C:5]2[C:12]([I:13])=[CH:11][N:10]([CH2:21][C:20]3[CH:23]=[CH:24][C:17]([N+:14]([O-:16])=[O:15])=[CH:18][CH:19]=3)[C:6]=2[N:7]=[CH:8][N:9]=1.